Task: Predict which catalyst facilitates the given reaction.. Dataset: Catalyst prediction with 721,799 reactions and 888 catalyst types from USPTO (1) Reactant: Br[CH2:2][CH2:3][CH2:4][CH2:5][CH2:6][C:7]1[CH:12]=[CH:11][CH:10]=[CH:9][CH:8]=1.C(=O)([O-])[O-].[K+].[K+].[CH2:19]([O:21][C:22](=[O:50])[CH2:23][C:24]1([CH2:27][CH2:28][CH:29](/[CH:41]=[CH:42]/[C:43]2[CH:48]=[CH:47][CH:46]=[CH:45][C:44]=2[OH:49])[CH2:30][C:31]2[CH:40]=[CH:39][C:34]([C:35]([O:37][CH3:38])=[O:36])=[CH:33][CH:32]=2)[CH2:26][CH2:25]1)[CH3:20]. Product: [CH2:19]([O:21][C:22](=[O:50])[CH2:23][C:24]1([CH2:27][CH2:28][CH:29](/[CH:41]=[CH:42]/[C:43]2[CH:48]=[CH:47][CH:46]=[CH:45][C:44]=2[O:49][CH2:2][CH2:3][CH2:4][CH2:5][CH2:6][C:7]2[CH:12]=[CH:11][CH:10]=[CH:9][CH:8]=2)[CH2:30][C:31]2[CH:32]=[CH:33][C:34]([C:35]([O:37][CH3:38])=[O:36])=[CH:39][CH:40]=2)[CH2:25][CH2:26]1)[CH3:20]. The catalyst class is: 10. (2) Reactant: [NH2:1][C:2]1[N:7]=[CH:6][N:5]=[C:4]([NH:8][C@H:9]([C:11]2[N:16]([C:17]3[CH:22]=[CH:21][CH:20]=[CH:19][CH:18]=3)[C:15](=[O:23])[C:14]3=[C:24]([CH3:27])[CH:25]=[CH:26][N:13]3[N:12]=2)[CH3:10])[C:3]=1Br.[CH3:29][S:30]([NH:33][C:34]1[CH:35]=[C:36](B(O)O)[CH:37]=[C:38]([CH:40]([F:42])[F:41])[CH:39]=1)(=[O:32])=[O:31].C(=O)([O-])[O-].[Cs+].[Cs+]. Product: [NH2:1][C:2]1[C:3]([C:36]2[CH:35]=[C:34]([NH:33][S:30]([CH3:29])(=[O:31])=[O:32])[CH:39]=[C:38]([CH:40]([F:42])[F:41])[CH:37]=2)=[C:4]([NH:8][C@H:9]([C:11]2[N:16]([C:17]3[CH:22]=[CH:21][CH:20]=[CH:19][CH:18]=3)[C:15](=[O:23])[C:14]3=[C:24]([CH3:27])[CH:25]=[CH:26][N:13]3[N:12]=2)[CH3:10])[N:5]=[CH:6][N:7]=1. The catalyst class is: 155. (3) Reactant: [CH3:1][O:2][C:3](=[O:24])[C:4]1[CH:9]=[C:8]([F:10])[C:7](Cl)=[N:6][C:5]=1[NH:12][C:13]1[CH:18]=[CH:17][C:16]([Si:19]([CH3:22])([CH3:21])[CH3:20])=[CH:15][C:14]=1[F:23].[CH3:25][N:26](C=O)C. Product: [CH3:1][O:2][C:3](=[O:24])[C:4]1[CH:9]=[C:8]([F:10])[C:7]([C:25]#[N:26])=[N:6][C:5]=1[NH:12][C:13]1[CH:18]=[CH:17][C:16]([Si:19]([CH3:22])([CH3:21])[CH3:20])=[CH:15][C:14]=1[F:23]. The catalyst class is: 267.